Dataset: Full USPTO retrosynthesis dataset with 1.9M reactions from patents (1976-2016). Task: Predict the reactants needed to synthesize the given product. (1) Given the product [C:1]12([CH2:11][N:12]3[C:13]4[N:21]=[CH:20][CH:19]=[CH:18][C:14]=4[C:15](=[O:17])[O:16][C:29]3=[O:30])[CH2:8][CH:7]3[CH2:9][CH:3]([CH2:4][CH:5]([CH2:6]3)[CH2:10]1)[CH2:2]2, predict the reactants needed to synthesize it. The reactants are: [C:1]12([CH2:11][NH:12][C:13]3[N:21]=[CH:20][CH:19]=[CH:18][C:14]=3[C:15]([OH:17])=[O:16])[CH2:10][CH:5]3[CH2:6][CH:7]([CH2:9][CH:3]([CH2:4]3)[CH2:2]1)[CH2:8]2.C(C(CC)CNC1N=CC=CC=1[C:29](OCC)=[O:30])C. (2) Given the product [CH3:10][C:7]1([CH3:11])[C:6]2[CH:12]=[C:2]([CH:21]=[O:22])[CH:3]=[CH:4][C:5]=2[O:9][CH2:8]1, predict the reactants needed to synthesize it. The reactants are: Br[C:2]1[CH:3]=[CH:4][C:5]2[O:9][CH2:8][C:7]([CH3:11])([CH3:10])[C:6]=2[CH:12]=1.[Li]CCCC.CN([CH:21]=[O:22])C.O. (3) The reactants are: [NH:1]([C:3]1[N:8]=[CH:7][N:6]=[C:5]([OH:9])[CH:4]=1)[NH2:2].N(C1NC=NC(=O)C=1)N.[O:19]1[C:23]2([CH2:28][CH2:27][C:26](=O)[CH2:25][CH2:24]2)[O:22][CH2:21][CH2:20]1. Given the product [O:19]1[C:23]2([CH2:28][CH2:27][C:26](=[N:2][NH:1][C:3]3[N:8]=[CH:7][N:6]=[C:5]([OH:9])[CH:4]=3)[CH2:25][CH2:24]2)[O:22][CH2:21][CH2:20]1, predict the reactants needed to synthesize it.